This data is from Reaction yield outcomes from USPTO patents with 853,638 reactions. The task is: Predict the reaction yield, written as a fraction of the theoretical maximum amount of product (1.0 means a 100% yield; for example, 0.34 means a 34% yield). (1) The yield is 0.960. The product is [OH:11][B:9]1[C:8]2[CH:12]=[C:13]([O:17][C:18]3[S:19][CH:20]=[N:21][N:22]=3)[CH:14]=[C:15]([CH3:16])[C:7]=2[CH:6]([CH2:5][C:4]([OH:23])=[O:3])[O:10]1. The reactants are C([O:3][C:4](=[O:23])[CH2:5][CH:6]1[O:10][B:9]([OH:11])[C:8]2[CH:12]=[C:13]([O:17][C:18]3[S:19][CH:20]=[N:21][N:22]=3)[CH:14]=[C:15]([CH3:16])[C:7]1=2)C.[Li+].[OH-].Cl. The catalyst is C1COCC1.O.O. (2) The reactants are [NH2:1][C:2]1[CH:7]=[C:6](C)[CH:5]=[C:4]([O:9][CH2:10][CH2:11][CH2:12][N:13]2[CH2:18][CH2:17][O:16][CH2:15][CH2:14]2)[C:3]=1[OH:19].[Br:20][C:21]1[CH:26]=[CH:25][C:24]([N:27]=[C:28]=S)=[CH:23][CH:22]=1.CCN=C=NCCCN(C)C.C1C[O:44][CH2:43]C1. No catalyst specified. The product is [Br:20][C:21]1[CH:26]=[CH:25][C:24]([NH:27][C:28]2[O:19][C:3]3[C:4]([O:9][CH2:10][CH2:11][CH2:12][N:13]4[CH2:14][CH2:15][O:16][CH2:17][CH2:18]4)=[CH:5][C:6]([O:44][CH3:43])=[CH:7][C:2]=3[N:1]=2)=[CH:23][CH:22]=1. The yield is 0.610. (3) The reactants are [H-].[Na+].N[C:4]1[CH:9]=[CH:8][CH:7]=[CH:6][CH:5]=1.[CH3:10][C:11]1[CH2:15][C:14]([CH3:16])=[C:13]([CH3:17])[C:12]=1[CH3:18].C([Si:26](Cl)([C:33]1[CH:38]=[CH:37][CH:36]=[CH:35][CH:34]=1)[C:27]1[CH:32]=[CH:31][CH:30]=[CH:29][CH:28]=1)C1C=CC=CC=1.[C:40](=O)([O-])O.[Na+].C(=O)([O-])[O-].[Na+].[Na+]. The yield is 0.464. The catalyst is O1CCCC1.C1(C)C=CC=CC=1. The product is [CH2:18]([C:12]1[C:11]([SiH:26]([C:33]2[CH:34]=[CH:35][CH:36]=[CH:37][CH:38]=2)[C:27]2[CH:32]=[CH:31][CH:30]=[CH:29][CH:28]=2)([CH3:10])[C:15]([CH3:40])=[C:14]([CH3:16])[C:13]=1[CH3:17])[C:4]1[CH:9]=[CH:8][CH:7]=[CH:6][CH:5]=1. (4) The reactants are [CH:1](O)=[O:2].C(OC(=O)C)(=O)C.[N+:11]([C:14]1[CH:23]=[CH:22][CH:21]=[CH:20][C:15]=1[C:16]([NH:18][NH2:19])=[O:17])([O-:13])=[O:12].C(OC(=O)C)=O. The catalyst is C(OCC)(=O)C. The product is [CH:1]([NH:19][NH:18][C:16](=[O:17])[C:15]1[CH:20]=[CH:21][CH:22]=[CH:23][C:14]=1[N+:11]([O-:13])=[O:12])=[O:2]. The yield is 0.870. (5) The reactants are Cl[CH2:2][C:3]1[N:4]=[N:5][C:6]([C:9]2[C:14]([F:15])=[CH:13][CH:12]=[CH:11][C:10]=2[F:16])=[CH:7][CH:8]=1.[N-:17]=[N+:18]=[N-:19].[Na+].O. The catalyst is CN(C=O)C. The product is [N:17]([CH2:2][C:3]1[N:4]=[N:5][C:6]([C:9]2[C:14]([F:15])=[CH:13][CH:12]=[CH:11][C:10]=2[F:16])=[CH:7][CH:8]=1)=[N+:18]=[N-:19]. The yield is 0.940.